Task: Predict the product of the given reaction.. Dataset: Forward reaction prediction with 1.9M reactions from USPTO patents (1976-2016) (1) Given the reactants [C:1]([O:4][CH:5]1[C:9]2=[N:10][CH:11]=[C:12]([NH2:28])[C:13]([N:14]3[CH2:19][CH2:18][CH2:17][C@H:16]([NH:20][C:21]([O:23][C:24]([CH3:27])([CH3:26])[CH3:25])=[O:22])[CH2:15]3)=[C:8]2[CH2:7][CH2:6]1)(=[O:3])[CH3:2].[C:29]([O:33][C:34]([NH:36][C:37]1[S:41][C:40]([C:42]2[C:47]([F:48])=[CH:46][CH:45]=[C:44]([O:49][CH3:50])[C:43]=2[F:51])=[N:39][C:38]=1[C:52](O)=[O:53])=[O:35])([CH3:32])([CH3:31])[CH3:30].CN(C(ON1N=NC2C=CC=NC1=2)=[N+](C)C)C.F[P-](F)(F)(F)(F)F.CCN(C(C)C)C(C)C, predict the reaction product. The product is: [C:1]([O:4][CH:5]1[C:9]2=[N:10][CH:11]=[C:12]([NH:28][C:52]([C:38]3[N:39]=[C:40]([C:42]4[C:47]([F:48])=[CH:46][CH:45]=[C:44]([O:49][CH3:50])[C:43]=4[F:51])[S:41][C:37]=3[NH:36][C:34]([O:33][C:29]([CH3:32])([CH3:31])[CH3:30])=[O:35])=[O:53])[C:13]([N:14]3[CH2:19][CH2:18][CH2:17][C@H:16]([NH:20][C:21]([O:23][C:24]([CH3:27])([CH3:26])[CH3:25])=[O:22])[CH2:15]3)=[C:8]2[CH2:7][CH2:6]1)(=[O:3])[CH3:2]. (2) Given the reactants [F:1][C:2]([F:18])([F:17])[C:3]1[CH:8]=[CH:7][C:6]([C:9]2[N:14]=[CH:13][N:12]=[C:11]([C:15]#[N:16])[CH:10]=2)=[CH:5][CH:4]=1, predict the reaction product. The product is: [F:18][C:2]([F:1])([F:17])[C:3]1[CH:4]=[CH:5][C:6]([C:9]2[N:14]=[CH:13][N:12]=[C:11]([CH2:15][NH2:16])[CH:10]=2)=[CH:7][CH:8]=1.